This data is from HIV replication inhibition screening data with 41,000+ compounds from the AIDS Antiviral Screen. The task is: Binary Classification. Given a drug SMILES string, predict its activity (active/inactive) in a high-throughput screening assay against a specified biological target. (1) The compound is COc1ccc(-c2cc(=O)c3c(O)cc(OC)cc3o2)cc1. The result is 0 (inactive). (2) The compound is CCCC(=O)Oc1ccc2c(C)cc(=O)oc2c1. The result is 0 (inactive). (3) The compound is N=C1N(c2ccccc2)C(=O)C23CCCC2C13N1CCOCC1. The result is 0 (inactive). (4) The molecule is Cc1cccc2c1Oc1ncccc1C2NC(=O)CN(C)C. The result is 0 (inactive). (5) The result is 0 (inactive). The drug is COC(=O)C1=C(C(=O)OC)C23CC4CCC2(C(=O)C1O3)C4(C)C. (6) The compound is CCCCCCC=[N+]([O-])CC1OC(n2ccc(=O)[nH]c2=O)C(O[Si](C)(C)C(C)(C)C)C1O[Si](C)(C)C(C)(C)C. The result is 0 (inactive). (7) The drug is C1=C2CN3CCC45c6ccccc6N6CCC(OC1)C(C2CC34)C65. The result is 0 (inactive).